Dataset: Full USPTO retrosynthesis dataset with 1.9M reactions from patents (1976-2016). Task: Predict the reactants needed to synthesize the given product. (1) Given the product [O:28]=[C:24]1[CH2:25][CH2:26][CH2:27][N:23]1[C:2]1[CH:3]=[C:4]([CH:20]=[CH:21][CH:22]=1)[CH2:5][C:6]1[CH:19]=[C:9]2[NH:10][C:11](=[O:18])[C:12]3[C:17]([N:8]2[N:7]=1)=[CH:16][CH:15]=[CH:14][CH:13]=3, predict the reactants needed to synthesize it. The reactants are: Br[C:2]1[CH:3]=[C:4]([CH:20]=[CH:21][CH:22]=1)[CH2:5][C:6]1[CH:19]=[C:9]2[NH:10][C:11](=[O:18])[C:12]3[C:17]([N:8]2[N:7]=1)=[CH:16][CH:15]=[CH:14][CH:13]=3.[NH:23]1[CH2:27][CH2:26][CH2:25][C:24]1=[O:28].CC1(C)C2C=CC=C(P(C3C=CC=CC=3)C3C=CC=CC=3)C=2OC2C1=CC=CC=2P(C1C=CC=CC=1)C1C=CC=CC=1. (2) Given the product [O:6]=[C:2]([CH3:1])[CH2:7][CH2:8][CH2:9][CH2:10][N:11]1[CH:15]=[CH:14][C:13]([NH:16][C:25](=[O:26])/[CH:24]=[CH:23]/[C:18]2[CH:19]=[CH:20][CH:21]=[CH:22][C:17]=2[CH3:28])=[N:12]1, predict the reactants needed to synthesize it. The reactants are: [CH3:1][C:2]1([CH2:7][CH2:8][CH2:9][CH2:10][N:11]2[CH:15]=[CH:14][C:13]([NH2:16])=[N:12]2)[O:6]CCO1.[C:17]1([CH3:28])[CH:22]=[CH:21][CH:20]=[CH:19][C:18]=1/[CH:23]=[CH:24]/[C:25](O)=[O:26]. (3) Given the product [CH3:1][O:2][C:3](=[O:15])[C:4]1[CH:9]=[C:8]([S:10](=[O:12])(=[O:11])[N:17]([CH3:18])[CH3:16])[CH:7]=[C:6]([Cl:14])[CH:5]=1, predict the reactants needed to synthesize it. The reactants are: [CH3:1][O:2][C:3](=[O:15])[C:4]1[CH:9]=[C:8]([S:10](Cl)(=[O:12])=[O:11])[CH:7]=[C:6]([Cl:14])[CH:5]=1.[CH3:16][NH:17][CH3:18].CCN(CC)CC. (4) Given the product [F:17][C:16]1[C:11]([N:9]2[CH:10]=[C:6]([C:4]([O:3][CH2:1][CH3:2])=[O:5])[C:7]([CH2:18][O:23][CH3:22])=[N:8]2)=[N:12][CH:13]=[CH:14][CH:15]=1, predict the reactants needed to synthesize it. The reactants are: [CH2:1]([O:3][C:4]([C:6]1[C:7]([CH2:18]Br)=[N:8][N:9]([C:11]2[C:16]([F:17])=[CH:15][CH:14]=[CH:13][N:12]=2)[CH:10]=1)=[O:5])[CH3:2].[I-].[K+].[C:22](=O)([O-])[O-:23].[K+].[K+].CO. (5) Given the product [ClH:18].[CH2:21]([N:20]([CH3:19])[C:13]1[CH:12]=[CH:11][C:10]2[CH2:9][NH:8][CH2:17][CH2:16][C:15]=2[N:14]=1)[CH3:22], predict the reactants needed to synthesize it. The reactants are: C([N:8]1[CH2:17][CH2:16][C:15]2[N:14]=[C:13]([Cl:18])[CH:12]=[CH:11][C:10]=2[CH2:9]1)C1C=CC=CC=1.[CH3:19][NH:20][CH2:21][CH3:22]. (6) Given the product [C:23]([O:26][CH2:27][C:28]1[C:29]([N:37]2[CH2:48][CH2:47][N:46]3[C:39](=[CH:40][C:41]4[CH2:42][C:43]([CH3:50])([CH3:49])[CH2:44][C:45]=43)[C:38]2=[O:51])=[N:30][CH:31]=[CH:32][C:33]=1[C:18]1[CH:19]=[C:14]([NH:13][C:11]2[CH:12]=[C:6]3[CH2:5][N:4]([C:1](=[O:3])[CH3:2])[CH2:9][CH2:8][N:7]3[N:10]=2)[C:15](=[O:22])[N:16]([CH3:21])[CH:17]=1)(=[O:25])[CH3:24], predict the reactants needed to synthesize it. The reactants are: [C:1]([N:4]1[CH2:9][CH2:8][N:7]2[N:10]=[C:11]([NH:13][C:14]3[C:15](=[O:22])[N:16]([CH3:21])[CH:17]=[C:18](Br)[CH:19]=3)[CH:12]=[C:6]2[CH2:5]1)(=[O:3])[CH3:2].[C:23]([O:26][CH2:27][C:28]1[C:29]([N:37]2[CH2:48][CH2:47][N:46]3[C:39](=[CH:40][C:41]4[CH2:42][C:43]([CH3:50])([CH3:49])[CH2:44][C:45]=43)[C:38]2=[O:51])=[N:30][CH:31]=[CH:32][C:33]=1B(O)O)(=[O:25])[CH3:24].C([O-])(=O)C.[Na+].[O-]P([O-])([O-])=O.[K+].[K+].[K+]. (7) The reactants are: Cl.[CH2:2]1[C:4]2([CH2:9][CH2:8][NH:7][CH2:6][C@H:5]2[OH:10])[CH2:3]1.CCN(CC)CC.CC(O)=O.C(OC([N:29]1[CH2:35][CH2:34][C:33](=[O:36])[N:32]([CH2:37][CH2:38][CH:39]=O)[CH2:31][CH2:30]1)=O)(C)(C)C.C(O[BH-](OC(=O)C)OC(=O)C)(=O)C.[Na+].C([O-])(O)=O.[Na+]. Given the product [OH:10][C@@H:5]1[CH2:6][N:7]([CH2:39][CH2:38][CH2:37][N:32]2[C:33](=[O:36])[CH2:34][CH2:35][NH:29][CH2:30][CH2:31]2)[CH2:8][CH2:9][C:4]21[CH2:3][CH2:2]2, predict the reactants needed to synthesize it.